This data is from Forward reaction prediction with 1.9M reactions from USPTO patents (1976-2016). The task is: Predict the product of the given reaction. Given the reactants [Cl:1][C:2]1[CH:7]=[C:6]([C:8]#[C:9][C:10]2[N:11]=[C:12]([CH3:22])[N:13]([C:15]3[NH:20][C:19](=[O:21])[CH:18]=[N:17][CH:16]=3)[CH:14]=2)[CH:5]=[CH:4][N:3]=1.[CH3:23]I, predict the reaction product. The product is: [Cl:1][C:2]1[CH:7]=[C:6]([C:8]#[C:9][C:10]2[N:11]=[C:12]([CH3:22])[N:13]([C:15]3[N:20]([CH3:23])[C:19](=[O:21])[CH:18]=[N:17][CH:16]=3)[CH:14]=2)[CH:5]=[CH:4][N:3]=1.